Dataset: Reaction yield outcomes from USPTO patents with 853,638 reactions. Task: Predict the reaction yield, written as a fraction of the theoretical maximum amount of product (1.0 means a 100% yield; for example, 0.34 means a 34% yield). (1) The reactants are [C:1]1([N:7]2[C:19]3[CH:18]=[CH:17][CH:16]=[CH:15][C:14]=3[C:13]3[C:8]2=[CH:9][CH:10]=[CH:11][CH:12]=3)[CH:6]=[CH:5][CH:4]=[CH:3][CH:2]=1.[Br:20]N1C(=O)CCC1=O.C1(C)C=CC=CC=1. The catalyst is C(OCC)(=O)C. The product is [Br:20][C:16]1[CH:17]=[CH:18][C:19]2[N:7]([C:1]3[CH:2]=[CH:3][CH:4]=[CH:5][CH:6]=3)[C:8]3[C:13]([C:14]=2[CH:15]=1)=[CH:12][CH:11]=[CH:10][CH:9]=3. The yield is 0.990. (2) The reactants are [OH-].[Li+].C([O:5][C:6](=[O:37])[C:7]([CH3:36])([O:9][C:10]1[CH:11]=[C:12]2[C:16](=[CH:17][CH:18]=1)[N:15]([CH2:19][C:20]1[S:24][C:23]([C:25]3[CH:30]=[CH:29][C:28]([C:31]([F:34])([F:33])[F:32])=[CH:27][CH:26]=3)=[N:22][C:21]=1[CH3:35])[CH:14]=[CH:13]2)[CH3:8])C. The catalyst is C1COCC1.CO. The product is [CH3:36][C:7]([O:9][C:10]1[CH:11]=[C:12]2[C:16](=[CH:17][CH:18]=1)[N:15]([CH2:19][C:20]1[S:24][C:23]([C:25]3[CH:30]=[CH:29][C:28]([C:31]([F:34])([F:33])[F:32])=[CH:27][CH:26]=3)=[N:22][C:21]=1[CH3:35])[CH:14]=[CH:13]2)([CH3:8])[C:6]([OH:37])=[O:5]. The yield is 0.740. (3) The reactants are [CH2:1]([C:3]1[NH:4][C:5](=[O:27])[C:6]([CH2:12][C:13]2[CH:18]=[CH:17][C:16]([C:19]3[C:20]([C:25]#[N:26])=[CH:21][CH:22]=[CH:23][CH:24]=3)=[CH:15][CH:14]=2)=[C:7]([CH2:9][CH2:10][CH3:11])[N:8]=1)[CH3:2].[CH3:28][CH:29]1[CH2:33][C:32]2[CH:34]=[C:35](B(O)O)[CH:36]=[CH:37][C:31]=2[O:30]1.N1C=CC=CC=1.C(N(CC)CC)C. The catalyst is C(OCC)(=O)C.C([O-])(=O)C.[Cu+2].C([O-])(=O)C.ClCCl. The product is [CH2:1]([C:3]1[N:4]([C:35]2[CH:36]=[CH:37][C:31]3[O:30][CH:29]([CH3:28])[CH2:33][C:32]=3[CH:34]=2)[C:5](=[O:27])[C:6]([CH2:12][C:13]2[CH:18]=[CH:17][C:16]([C:19]3[C:20]([C:25]#[N:26])=[CH:21][CH:22]=[CH:23][CH:24]=3)=[CH:15][CH:14]=2)=[C:7]([CH2:9][CH2:10][CH3:11])[N:8]=1)[CH3:2]. The yield is 1.00.